Dataset: Retrosynthesis with 50K atom-mapped reactions and 10 reaction types from USPTO. Task: Predict the reactants needed to synthesize the given product. (1) Given the product Cn1c(C(F)(F)F)cc(=O)n(-c2c(F)cc(Cl)c([N+](=O)[O-])c2N)c1=O, predict the reactants needed to synthesize it. The reactants are: Cn1c(C(F)(F)F)cc(=O)n(-c2c(F)cc(Cl)c([N+](=O)[O-])c2F)c1=O.[NH4+]. (2) Given the product O=C(NC(NC(=S)Nc1cccnc1)C(Cl)(Cl)Cl)c1ccc(Cl)cc1, predict the reactants needed to synthesize it. The reactants are: Nc1cccnc1.O=C(NC(N=C=S)C(Cl)(Cl)Cl)c1ccc(Cl)cc1. (3) Given the product CCOc1cc(C)c(NC(=O)OC(C)(C)C)cn1, predict the reactants needed to synthesize it. The reactants are: CC(C)(C)OC(=O)OC(=O)OC(C)(C)C.CCOc1cc(C)c(N)cn1. (4) Given the product CCN(CCCCNc1c2ccc(Cl)cc2nc2ccc(OC)cc12)S(C)(=O)=O, predict the reactants needed to synthesize it. The reactants are: CCN(CCCCN)S(C)(=O)=O.COc1ccc2nc3cc(Cl)ccc3c(Cl)c2c1.